This data is from Catalyst prediction with 721,799 reactions and 888 catalyst types from USPTO. The task is: Predict which catalyst facilitates the given reaction. (1) Reactant: [C:1]([SiH:5]([C:21]([CH3:24])([CH3:23])[CH3:22])[C:6]1[CH:11]=[CH:10][C:9]([CH2:12]COC2CCCCO2)=[CH:8][CH:7]=1)([CH3:4])([CH3:3])[CH3:2].C1(C)C=CC(S(O)(=O)=O)=CC=1.[C:36]([O-:39])(O)=[O:37].[Na+].CC(C)=O.OS(O)(=O)=O.O=[Cr](=O)=O. Product: [C:21]([SiH:5]([C:1]([CH3:4])([CH3:3])[CH3:2])[C:6]1[CH:7]=[CH:8][C:9]([CH2:12][C:36]([OH:39])=[O:37])=[CH:10][CH:11]=1)([CH3:24])([CH3:23])[CH3:22]. The catalyst class is: 8. (2) Product: [F:29][CH:4]([F:3])[C:5]1[N:6]([C:17]2[C:26]3[C:21](=[CH:22][CH:23]=[CH:24][CH:25]=3)[C:20]([CH2:27][CH3:28])=[CH:19][CH:18]=2)[C:7]([S:10][CH2:11][C:12]([OH:14])=[O:13])=[N:8][N:9]=1. Reactant: [OH-].[Li+].[F:3][CH:4]([F:29])[C:5]1[N:6]([C:17]2[C:26]3[C:21](=[CH:22][CH:23]=[CH:24][CH:25]=3)[C:20]([CH2:27][CH3:28])=[CH:19][CH:18]=2)[C:7]([S:10][CH2:11][C:12]([O:14]CC)=[O:13])=[N:8][N:9]=1. The catalyst class is: 20. (3) Reactant: [CH2:1]([NH:3][C:4]1[CH:15]=[C:14]([C:16]([F:19])([F:18])[F:17])[CH:13]=[CH:12][C:5]=1[C:6](N(OC)C)=[O:7])[CH3:2].[H-].[H-].[H-].[H-].[Li+].[Al+3].CCCCCC.C(OC(=O)C)C. Product: [CH2:1]([NH:3][C:4]1[CH:15]=[C:14]([C:16]([F:17])([F:18])[F:19])[CH:13]=[CH:12][C:5]=1[CH:6]=[O:7])[CH3:2]. The catalyst class is: 1.